From a dataset of Catalyst prediction with 721,799 reactions and 888 catalyst types from USPTO. Predict which catalyst facilitates the given reaction. (1) The catalyst class is: 6. Product: [OH:1][C:14]12[CH2:15][CH:16]3[CH2:17][C:10]([OH:25])([CH2:11][C:12]([C:20]([OH:22])=[O:21])([CH2:18]3)[CH2:13]1)[CH2:19]2. Reactant: [OH-:1].[K+].[Mn]([O-])(=O)(=O)=O.[K+].Br[C:10]12[CH2:19][CH:14]3[CH2:15][CH:16]([CH2:18][C:12]([C:20]([OH:22])=[O:21])([CH2:13]3)[CH2:11]1)[CH2:17]2.Cl.S(=O)(O)[O-:25].[Na+]. (2) Reactant: [Br:1][C:2]1[CH:30]=[CH:29][C:28]([F:31])=[CH:27][C:3]=1[O:4][CH:5]1[CH2:10][CH2:9][N:8]([C:11]2[S:12][C:13]3[C:18](Cl)=[N:17][C:16]([CH2:20][CH2:21][C:22]([O:24][CH3:25])=[O:23])=[N:15][C:14]=3[N:26]=2)[CH2:7][CH2:6]1.[CH3:32][NH:33][CH3:34]. Product: [Br:1][C:2]1[CH:30]=[CH:29][C:28]([F:31])=[CH:27][C:3]=1[O:4][CH:5]1[CH2:10][CH2:9][N:8]([C:11]2[S:12][C:13]3[C:18]([N:33]([CH3:34])[CH3:32])=[N:17][C:16]([CH2:20][CH2:21][C:22]([O:24][CH3:25])=[O:23])=[N:15][C:14]=3[N:26]=2)[CH2:7][CH2:6]1. The catalyst class is: 1. (3) Reactant: [Cl:1][C:2]([Cl:8])([Cl:7])[C:3](=[NH:6])OC.[N+:9]([C:12]1[CH:13]=[C:14](N)[C:15]([NH2:18])=[CH:16][CH:17]=1)([O-:11])=[O:10].O.C(OCC)(=O)C. Product: [N+:9]([C:12]1[CH:17]=[CH:16][C:15]2[N:18]=[C:3]([C:2]([Cl:8])([Cl:7])[Cl:1])[NH:6][C:14]=2[CH:13]=1)([O-:11])=[O:10]. The catalyst class is: 15. (4) Reactant: [NH2:1][C:2]1[C:3](=[O:20])[N:4]([C:14]2[CH:19]=[CH:18][CH:17]=[CH:16][CH:15]=2)[CH:5]=[C:6]([C:8]2[CH:13]=[CH:12][CH:11]=[CH:10][N:9]=2)[CH:7]=1.[C:21](Cl)(=[O:28])[C:22]1[CH:27]=[CH:26][CH:25]=[CH:24][CH:23]=1. Product: [C:21]([NH:1][C:2]1[C:3](=[O:20])[N:4]([C:14]2[CH:15]=[CH:16][CH:17]=[CH:18][CH:19]=2)[CH:5]=[C:6]([C:8]2[CH:13]=[CH:12][CH:11]=[CH:10][N:9]=2)[CH:7]=1)(=[O:28])[C:22]1[CH:27]=[CH:26][CH:25]=[CH:24][CH:23]=1. The catalyst class is: 202. (5) Reactant: C([O:9][C@H:10]1[CH2:15][CH2:14][C@H:13]([CH2:16][NH:17][C:18](=[O:29])[C:19]2[CH:24]=[CH:23][C:22]([O:25][CH2:26][O:27][CH3:28])=[CH:21][CH:20]=2)[CH2:12][CH2:11]1)(=O)C1C=CC=CC=1.[OH-].[Na+].CO.C1COCC1. Product: [OH:9][C@H:10]1[CH2:15][CH2:14][C@H:13]([CH2:16][NH:17][C:18](=[O:29])[C:19]2[CH:20]=[CH:21][C:22]([O:25][CH2:26][O:27][CH3:28])=[CH:23][CH:24]=2)[CH2:12][CH2:11]1. The catalyst class is: 6. (6) Reactant: [N+:1]([C:4]1[CH:5]=[C:6]([OH:11])[C:7](=[CH:9][CH:10]=1)O)([O-:3])=[O:2].CC(C)[O-:14].[Ti+4:16].CC(C)[O-:19].CC(C)[O-].CC(C)[O-]. The catalyst class is: 11. Product: [N+:1]([C:4]1[CH:10]=[CH:9][CH:7]=[C:6]([O-:11])[C:5]=1[O-:14])([O-:3])=[O:2].[Ti+4:16].[N+:1]([C:4]1[CH:10]=[CH:9][CH:7]=[C:6]([O-:11])[C:5]=1[O-:19])([O-:3])=[O:2]. (7) Reactant: [CH3:1][C:2]1[N:7]=[CH:6][C:5]([CH2:8][CH2:9][C:10](OCC)=[O:11])=[CH:4][CH:3]=1.[H-].[H-].[H-].[H-].[Li+].[Al+3]. Product: [CH3:1][C:2]1[N:7]=[CH:6][C:5]([CH2:8][CH2:9][CH2:10][OH:11])=[CH:4][CH:3]=1. The catalyst class is: 7.